This data is from Peptide-MHC class I binding affinity with 185,985 pairs from IEDB/IMGT. The task is: Regression. Given a peptide amino acid sequence and an MHC pseudo amino acid sequence, predict their binding affinity value. This is MHC class I binding data. (1) The peptide sequence is MCIKYTACM. The MHC is HLA-B15:01 with pseudo-sequence HLA-B15:01. The binding affinity (normalized) is 0.366. (2) The peptide sequence is GLYEWISEQ. The MHC is HLA-A02:01 with pseudo-sequence HLA-A02:01. The binding affinity (normalized) is 0.522. (3) The peptide sequence is TEMGRLPTFM. The MHC is HLA-B40:02 with pseudo-sequence HLA-B40:02. The binding affinity (normalized) is 0.582.